Dataset: Catalyst prediction with 721,799 reactions and 888 catalyst types from USPTO. Task: Predict which catalyst facilitates the given reaction. (1) Reactant: [CH:1]([O:4][C:5]1[CH:13]=[CH:12][C:8]([C:9]([OH:11])=[O:10])=[C:7]([C:14]2[CH:19]=[CH:18][C:17]([CH3:20])=[CH:16][CH:15]=2)[CH:6]=1)([CH3:3])[CH3:2].[C:21](OC(O[C:21]([CH3:24])([CH3:23])[CH3:22])N(C)C)([CH3:24])([CH3:23])[CH3:22]. Product: [CH:1]([O:4][C:5]1[CH:13]=[CH:12][C:8]([C:9]([O:11][C:21]([CH3:24])([CH3:23])[CH3:22])=[O:10])=[C:7]([C:14]2[CH:15]=[CH:16][C:17]([CH3:20])=[CH:18][CH:19]=2)[CH:6]=1)([CH3:3])[CH3:2]. The catalyst class is: 11. (2) Reactant: [NH2:1][C:2]([CH3:6])=[CH:3][C:4]#[N:5].CC1(C)[O:13][C:12](=O)[CH:11]=[C:10]([CH3:15])O1. Product: [CH3:6][C:2]1[NH:1][C:10]([CH3:15])=[CH:11][C:12](=[O:13])[C:3]=1[C:4]#[N:5]. The catalyst class is: 25.